This data is from Reaction yield outcomes from USPTO patents with 853,638 reactions. The task is: Predict the reaction yield, written as a fraction of the theoretical maximum amount of product (1.0 means a 100% yield; for example, 0.34 means a 34% yield). The reactants are [CH2:1]1[C:16]2[C:11](=[CH:12][CH:13]=[CH:14][CH:15]=2)[C:9](=O)[C:8]2[C:3](=[CH:4][CH:5]=[CH:6][CH:7]=2)[CH2:2]1.[CH3:17][O:18][C:19]1[CH:26]=[CH:25][C:24]([O:27][CH3:28])=[CH:23][C:20]=1[CH:21]=O. No catalyst specified. The product is [CH3:17][O:18][C:19]1[CH:26]=[CH:25][C:24]([O:27][CH3:28])=[CH:23][C:20]=1[CH:21]=[C:9]1[C:8]2[CH:7]=[CH:6][CH:5]=[CH:4][C:3]=2[CH2:2][CH2:1][C:16]2[CH:15]=[CH:14][CH:13]=[CH:12][C:11]1=2. The yield is 0.360.